The task is: Predict which catalyst facilitates the given reaction.. This data is from Catalyst prediction with 721,799 reactions and 888 catalyst types from USPTO. (1) Reactant: C[O-].[Na+].[Na].[CH2:5]([C:12]1[CH:17]=[CH:16][N:15]=[C:14]([C:18](=[O:31])[CH2:19][N:20]2[C:28](=[O:29])[C:27]3[C:22](=[N:23][CH:24]=[CH:25][CH:26]=3)[C:21]2=[O:30])[CH:13]=1)[C:6]1[CH:11]=[CH:10][CH:9]=[CH:8][CH:7]=1.C(O)(=O)C(O)=O. Product: [CH2:5]([C:12]1[CH:17]=[CH:16][N:15]=[C:14]([C:18]([C:19]2[NH:20][C:28](=[O:29])[C:27]3[CH:26]=[CH:25][CH:24]=[N:23][C:22]=3[C:21]=2[OH:30])=[O:31])[CH:13]=1)[C:6]1[CH:7]=[CH:8][CH:9]=[CH:10][CH:11]=1. The catalyst class is: 5. (2) Reactant: Cl[C:2]1[C:7]2[C:8]3[CH2:14][CH2:13][CH2:12][CH2:11][C:9]=3[Se:10][C:6]=2[N:5]=[CH:4][N:3]=1.[NH2:15][C:16]1[CH:17]=[N:18][CH:19]=[C:20]([Br:22])[CH:21]=1.[OH-].[Na+].O. Product: [Br:22][C:20]1[CH:21]=[C:16]([NH:15][C:2]2[C:7]3[C:8]4[CH2:14][CH2:13][CH2:12][CH2:11][C:9]=4[Se:10][C:6]=3[N:5]=[CH:4][N:3]=2)[CH:17]=[N:18][CH:19]=1. The catalyst class is: 3. (3) Reactant: [F:1][C:2]([F:11])([F:10])[C:3]1[CH:8]=[CH:7][N:6]=[C:5]([NH2:9])[CH:4]=1.[Cl:12][C:13]1[CH:14]=[C:15]([CH:18]=[CH:19][CH:20]=1)[CH:16]=O.O.C1(C)C=CC(S(O)(=O)=O)=CC=1.[N+:33]([C:35]([CH3:38])([CH3:37])[CH3:36])#[C-:34]. Product: [C:35]([NH:33][C:34]1[N:6]2[CH:7]=[CH:8][C:3]([C:2]([F:1])([F:10])[F:11])=[CH:4][C:5]2=[N:9][C:16]=1[C:15]1[CH:18]=[CH:19][CH:20]=[C:13]([Cl:12])[CH:14]=1)([CH3:38])([CH3:37])[CH3:36]. The catalyst class is: 24. (4) Reactant: [F:1][C:2]1[C:3]([NH:19][S:20]([CH2:23][CH2:24][CH3:25])(=[O:22])=[O:21])=[N:4][CH:5]=[C:6]([F:18])[C:7]=1[NH:8]CC1C=CC(OC)=CC=1. Product: [NH2:8][C:7]1[C:6]([F:18])=[CH:5][N:4]=[C:3]([NH:19][S:20]([CH2:23][CH2:24][CH3:25])(=[O:21])=[O:22])[C:2]=1[F:1]. The catalyst class is: 157.